From a dataset of Full USPTO retrosynthesis dataset with 1.9M reactions from patents (1976-2016). Predict the reactants needed to synthesize the given product. (1) Given the product [ClH:15].[ClH:15].[CH3:1][C:2]12[CH2:10][CH2:9][CH2:8][N:3]1[CH2:4][CH2:5][NH:6][CH2:7]2, predict the reactants needed to synthesize it. The reactants are: [CH3:1][C:2]12[CH2:10][CH2:9][C:8](=O)[N:3]1[CH2:4][CH2:5][NH:6][CH2:7]2.B.CO.[ClH:15]. (2) Given the product [F:34][C:24]1[CH:23]=[C:22]([NH:21][C:19](=[O:20])[O:18][CH2:11][C:12]2[CH:17]=[CH:16][CH:15]=[CH:14][CH:13]=2)[CH:27]=[CH:26][C:25]=1/[CH:28]=[CH:29]/[CH2:30][OH:31], predict the reactants needed to synthesize it. The reactants are: [H-].C([Al+]CC(C)C)C(C)C.[CH2:11]([O:18][C:19]([NH:21][C:22]1[CH:27]=[CH:26][C:25](/[CH:28]=[CH:29]/[C:30](OC)=[O:31])=[C:24]([F:34])[CH:23]=1)=[O:20])[C:12]1[CH:17]=[CH:16][CH:15]=[CH:14][CH:13]=1.C(O)(=O)CC(CC(O)=O)(C(O)=O)O.C(OCC)(=O)C. (3) Given the product [CH2:36]([N:10]1[C:2](=[O:1])[C:3]2[N:4]=[CH:5][N:6]([CH2:11][CH2:12][C:13]([NH:15][CH2:16][CH2:17][CH2:18][N:19]3[CH2:23][CH2:22][CH2:21][C:20]3=[O:24])=[O:14])[C:7]=2[N:8]=[CH:9]1)[C:37]1[CH:42]=[CH:41][CH:40]=[CH:39][CH:38]=1, predict the reactants needed to synthesize it. The reactants are: [O:1]=[C:2]1[NH:10][CH:9]=[N:8][C:7]2[N:6]([CH2:11][CH2:12][C:13]([NH:15][CH2:16][CH2:17][CH2:18][N:19]3[CH2:23][CH2:22][CH2:21][C:20]3=[O:24])=[O:14])[CH:5]=[N:4][C:3]1=2.N12CCCN=C1CCCCC2.[CH2:36](Br)[C:37]1[CH:42]=[CH:41][CH:40]=[CH:39][CH:38]=1.C(#N)C.